From a dataset of Reaction yield outcomes from USPTO patents with 853,638 reactions. Predict the reaction yield, written as a fraction of the theoretical maximum amount of product (1.0 means a 100% yield; for example, 0.34 means a 34% yield). (1) The product is [NH:13]1[C:14](=[O:15])[C:1]2([C:10]3[C:5](=[CH:6][CH:7]=[CH:8][CH:9]=3)[O:22][CH2:3][CH2:2]2)[NH:11][C:12]1=[O:16]. The catalyst is O. The reactants are [C:1]12([C:14](=[O:15])[NH:13][C:12](=[O:16])[NH:11]1)[C:10]1[C:5](=[CH:6][CH:7]=[CH:8][CH:9]=1)C[CH2:3][CH2:2]2.[C-]#N.[K+].CC[OH:22]. The yield is 0.910. (2) The reactants are [N+:1]([C:4]1[CH:5]=[C:6]([OH:12])[C:7]([O:10][CH3:11])=[CH:8][CH:9]=1)([O-:3])=[O:2].[K].BrC[C:16]([CH:18]1[CH2:20][CH2:19]1)=[O:17].[CH3:21]N(C=O)C. The catalyst is O. The product is [CH:18]1([C:16](=[O:17])[CH2:11][O:10][C:7]2[CH:8]=[CH:9][C:4]([N+:1]([O-:3])=[O:2])=[CH:5][C:6]=2[O:12][CH3:21])[CH2:20][CH2:19]1. The yield is 0.900.